Dataset: Catalyst prediction with 721,799 reactions and 888 catalyst types from USPTO. Task: Predict which catalyst facilitates the given reaction. (1) Reactant: [Na].[CH2:2]([SH:4])[CH3:3].[CH3:5][NH:6][C:7]1[C:12]([NH:13][C:14]([C:16]2[CH:17]=[N:18][CH:19]=[CH:20][C:21]=2Cl)=[O:15])=[CH:11][C:10]([C:23]([F:26])([F:25])[F:24])=[CH:9][N:8]=1.CN(C=O)C. Product: [CH3:5][NH:6][C:7]1[C:12]([NH:13][C:14]([C:16]2[CH:17]=[N:18][CH:19]=[CH:20][C:21]=2[S:4][CH2:2][CH3:3])=[O:15])=[CH:11][C:10]([C:23]([F:26])([F:25])[F:24])=[CH:9][N:8]=1. The catalyst class is: 6. (2) Reactant: [NH2:1][C:2]1[N:3]=[C:4]([Cl:23])[C:5]2[CH2:10][C:9](=[O:11])[N:8]([CH2:12][C:13]3[C:18]([CH3:19])=[C:17]([O:20][CH3:21])[C:16]([CH3:22])=[CH:15][N:14]=3)[C:6]=2[N:7]=1.[CH:24]([C:26]1[NH:27][CH:28]=[C:29]([NH:31][C:32]([CH:34]2[CH2:39][CH2:38][O:37][CH2:36][CH2:35]2)=[O:33])[N:30]=1)=O.N1CCCCC1. Product: [NH2:1][C:2]1[N:3]=[C:4]([Cl:23])[C:5]2=[C:6]([N:8]([CH2:12][C:13]3[C:18]([CH3:19])=[C:17]([O:20][CH3:21])[C:16]([CH3:22])=[CH:15][N:14]=3)[C:9](=[O:11])/[C:10]/2=[CH:24]\[C:26]2[NH:27][CH:28]=[C:29]([NH:31][C:32]([CH:34]3[CH2:39][CH2:38][O:37][CH2:36][CH2:35]3)=[O:33])[N:30]=2)[N:7]=1. The catalyst class is: 14. (3) Reactant: [CH3:1][C:2]([CH3:9])([CH3:8])[C:3](=O)[CH2:4][C:5]#[N:6].[ClH:10].[CH3:11][O:12][C:13]1[CH:14]=[C:15]([NH:19][NH2:20])[CH:16]=[CH:17][CH:18]=1. Product: [ClH:10].[C:2]([C:3]1[CH:4]=[C:5]([NH2:6])[N:19]([C:15]2[CH:16]=[CH:17][CH:18]=[C:13]([O:12][CH3:11])[CH:14]=2)[N:20]=1)([CH3:9])([CH3:8])[CH3:1]. The catalyst class is: 5. (4) Reactant: [H-].[Na+].[I:3][C:4]1[CH:12]=[C:11]2[C:7]([CH:8]=[N:9][NH:10]2)=[CH:6][CH:5]=1.I[CH:14]([CH3:16])[CH3:15]. Product: [I:3][C:4]1[CH:12]=[C:11]2[C:7]([CH:8]=[N:9][N:10]2[CH:14]([CH3:16])[CH3:15])=[CH:6][CH:5]=1. The catalyst class is: 3. (5) Reactant: Br[C:2]1[CH:7]=[CH:6][CH:5]=[C:4]([F:8])[CH:3]=1.[Mg].II.[CH3:12][O:13][C:14](=[O:28])[C@H:15]1[CH2:19][CH2:18][C:17](=[O:20])[N:16]1[C:21]([O:23][C:24]([CH3:27])([CH3:26])[CH3:25])=[O:22]. Product: [CH3:12][O:13][C:14](=[O:28])[C@H:15]([NH:16][C:21]([O:23][C:24]([CH3:26])([CH3:25])[CH3:27])=[O:22])[CH2:19][CH2:18][C:17]([C:2]1[CH:7]=[CH:6][CH:5]=[C:4]([F:8])[CH:3]=1)=[O:20]. The catalyst class is: 1. (6) Reactant: [Cl:1][C:2]1[CH:7]=[CH:6][C:5]([C:8]2[C:13]([CH:14]=[O:15])=[C:12]([CH3:16])[N:11]=[CH:10][CH:9]=2)=[C:4]([F:17])[CH:3]=1.[BH4-].[Na+]. Product: [Cl:1][C:2]1[CH:7]=[CH:6][C:5]([C:8]2[CH:9]=[CH:10][N:11]=[C:12]([CH3:16])[C:13]=2[CH2:14][OH:15])=[C:4]([F:17])[CH:3]=1. The catalyst class is: 5. (7) Reactant: [SH-].[Na+].[CH3:3][C:4]1([CH3:13])[O:8][N:7]=[C:6]([S:9]([CH3:12])(=O)=O)[CH2:5]1.C(=O)([O-])[O-].[K+].[K+].C(S([O-])=O)O.[Na+].ClC[C:28]1[C:29]([O:38][CH3:39])=[N:30][CH:31]=[N:32][C:33]=1[C:34]([F:37])([F:36])[F:35]. Product: [CH3:3][C:4]1([CH3:13])[O:8][N:7]=[C:6]([S:9][CH2:12][C:28]2[C:29]([O:38][CH3:39])=[N:30][CH:31]=[N:32][C:33]=2[C:34]([F:36])([F:37])[F:35])[CH2:5]1. The catalyst class is: 35.